From a dataset of Reaction yield outcomes from USPTO patents with 853,638 reactions. Predict the reaction yield, written as a fraction of the theoretical maximum amount of product (1.0 means a 100% yield; for example, 0.34 means a 34% yield). (1) The reactants are [Cl:1][C:2]1[N:7]=[CH:6][N+:5]([O-])=[C:4]2[CH2:9][CH2:10][C@@H:11]([CH3:12])[C:3]=12.[C:13]([O:16]C(=O)C)(=[O:15])[CH3:14]. No catalyst specified. The product is [C:13]([O:16][CH:9]1[C:4]2[N:5]=[CH:6][N:7]=[C:2]([Cl:1])[C:3]=2[C@H:11]([CH3:12])[CH2:10]1)(=[O:15])[CH3:14]. The yield is 0.700. (2) The reactants are [NH2:1][C:2]1[C:3]([F:33])=[CH:4][C:5]([F:32])=[C:6]([C:8]2[C:9](=[O:31])[N:10]([CH2:29][CH3:30])[C:11]3[C:16]([CH:17]=2)=[CH:15][N:14]=[C:13]([N:18]([CH2:20][C:21]2[CH:26]=[CH:25][C:24]([O:27][CH3:28])=[CH:23][CH:22]=2)[CH3:19])[CH:12]=3)[CH:7]=1.[F:34][C:35]1[CH:40]=[CH:39][C:38]([F:41])=[CH:37][C:36]=1[N:42]=[C:43]=[O:44]. The catalyst is O1CCOCC1. The product is [CH3:28][O:27][C:24]1[CH:25]=[CH:26][C:21]([CH2:20][N:18]([CH3:19])[C:13]2[N:14]=[CH:15][CH:16]3[CH:11]([CH:12]=2)[N:10]([CH2:29][CH3:30])[C:9](=[O:31])[C:8]([C:6]2[C:5]([F:32])=[CH:4][C:3]([F:33])=[C:2]([NH:1][C:43]([NH:42][C:36]4[CH:37]=[C:38]([F:41])[CH:39]=[CH:40][C:35]=4[F:34])=[O:44])[CH:7]=2)=[CH:17]3)=[CH:22][CH:23]=1. The yield is 0.800. (3) The catalyst is [Cl-].[Na+].O. The product is [OH:1][CH2:2][C:3]1[O:7][N:6]=[C:5]([C:8]([OH:10])=[O:9])[CH:4]=1. The yield is 0.950. The reactants are [OH:1][CH2:2][C:3]1[O:7][N:6]=[C:5]([C:8]([O:10]CC)=[O:9])[CH:4]=1.[OH-].[Na+].Cl. (4) The reactants are [C:1]([C:3]1[CH:14]=[CH:13][C:6]([CH2:7][N:8]2[CH2:12][CH2:11][CH2:10][CH2:9]2)=[CH:5][CH:4]=1)#[CH:2].CCN(C(C)C)C(C)C.[CH3:24][O:25][C:26](=[O:39])[CH:27]=[CH:28][C:29]1[CH:34]=[CH:33][C:32]([CH2:35][N:36]=[N+:37]=[N-:38])=[CH:31][CH:30]=1.O=C1O[C@H]([C@H](CO)O)C([O-])=C1O.[Na+]. The catalyst is CN(C=O)C.[Cu]I. The product is [CH3:24][O:25][C:26](=[O:39])[CH:27]=[CH:28][C:29]1[CH:34]=[CH:33][C:32]([CH2:35][N:36]2[CH:2]=[C:1]([C:3]3[CH:14]=[CH:13][C:6]([CH2:7][N:8]4[CH2:12][CH2:11][CH2:10][CH2:9]4)=[CH:5][CH:4]=3)[N:38]=[N:37]2)=[CH:31][CH:30]=1. The yield is 0.460. (5) The reactants are Br[C:2]1[CH:12]=[CH:11][C:5]2[N:6]=[C:7]([NH:9][CH3:10])[S:8][C:4]=2[CH:3]=1.[CH3:13][C:14]1([CH3:30])[C:18]([CH3:20])([CH3:19])[O:17][B:16]([B:16]2[O:17][C:18]([CH3:20])([CH3:19])[C:14]([CH3:30])([CH3:13])[O:15]2)[O:15]1.CC([O-])=O.[K+]. The catalyst is O1CCOCC1. The product is [CH3:10][NH:9][C:7]1[S:8][C:4]2[CH:3]=[C:2]([B:16]3[O:17][C:18]([CH3:20])([CH3:19])[C:14]([CH3:30])([CH3:13])[O:15]3)[CH:12]=[CH:11][C:5]=2[N:6]=1. The yield is 0.476. (6) The reactants are [C:1]([C:3]1[CH:4]=[C:5]([N:9]([CH2:14][C:15]2[CH:20]=[CH:19][CH:18]=[C:17](I)[CH:16]=2)[C:10](=[O:13])[CH2:11][CH3:12])[CH:6]=[CH:7][CH:8]=1)#[N:2].C(C1C=C(NC(=O)CC)C=CC=1)#N.[I:35]C1C=CC(CBr)=CC=1. No catalyst specified. The product is [C:1]([C:3]1[CH:4]=[C:5]([N:9]([CH2:14][C:15]2[CH:20]=[CH:19][C:18]([I:35])=[CH:17][CH:16]=2)[C:10](=[O:13])[CH2:11][CH3:12])[CH:6]=[CH:7][CH:8]=1)#[N:2]. The yield is 0.890. (7) The reactants are C([O:3][C:4](=[O:17])[CH2:5][O:6][C:7]1[CH:12]=[CH:11][C:10]([NH:13]C(=O)C)=[CH:9][CH:8]=1)C.[ClH:18]. No catalyst specified. The product is [ClH:18].[NH2:13][C:10]1[CH:9]=[CH:8][C:7]([O:6][CH2:5][C:4]([OH:17])=[O:3])=[CH:12][CH:11]=1. The yield is 0.776. (8) The reactants are [H-].[Na+].[Br:3][C:4]1[S:14][C:7]2[C:8]([CH3:13])([CH3:12])[NH:9][C:10](=[O:11])[C:6]=2[CH:5]=1.Br[CH2:16][CH2:17][O:18][Si:19]([C:22]([CH3:25])([CH3:24])[CH3:23])([CH3:21])[CH3:20]. The catalyst is CN(C=O)C. The product is [Br:3][C:4]1[S:14][C:7]2[C:8]([CH3:12])([CH3:13])[N:9]([CH2:16][CH2:17][O:18][Si:19]([C:22]([CH3:25])([CH3:24])[CH3:23])([CH3:21])[CH3:20])[C:10](=[O:11])[C:6]=2[CH:5]=1. The yield is 0.790. (9) The reactants are Cl.[CH2:2]([NH:4][C@@H:5]([CH2:17][C:18]1[CH:23]=[CH:22][CH:21]=[CH:20][CH:19]=1)[CH2:6][CH2:7][NH:8][C:9]([C:11]1[CH:16]=[CH:15][CH:14]=[CH:13][N:12]=1)=[O:10])[CH3:3].[F:24][C:25]([F:40])([F:39])[C:26]1[CH:27]=[C:28]([CH:32]=[C:33]([C:35]([F:38])([F:37])[F:36])[CH:34]=1)[C:29](Cl)=[O:30].C(=O)([O-])[O-].[K+].[K+]. The catalyst is C(Cl)Cl.O.CCOC(C)=O. The product is [F:24][C:25]([F:40])([F:39])[C:26]1[CH:27]=[C:28]([CH:32]=[C:33]([C:35]([F:38])([F:37])[F:36])[CH:34]=1)[C:29]([N:4]([CH2:2][CH3:3])[C@@H:5]([CH2:17][C:18]1[CH:19]=[CH:20][CH:21]=[CH:22][CH:23]=1)[CH2:6][CH2:7][NH:8][C:9]([C:11]1[CH:16]=[CH:15][CH:14]=[CH:13][N:12]=1)=[O:10])=[O:30]. The yield is 0.870. (10) The reactants are [F:1][C:2]1[CH:10]=[C:9]2[C:5]([C:6]([C:20]3[CH:21]=[N:22][N:23]([CH2:25][CH2:26][NH:27]C(=O)OC(C)(C)C)[CH:24]=3)=[CH:7][N:8]2[S:11]([C:14]2[CH:19]=[CH:18][CH:17]=[CH:16][CH:15]=2)(=[O:13])=[O:12])=[CH:4][CH:3]=1.[ClH:35]. The catalyst is O1CCOCC1. The product is [ClH:35].[F:1][C:2]1[CH:10]=[C:9]2[C:5]([C:6]([C:20]3[CH:21]=[N:22][N:23]([CH2:25][CH2:26][NH2:27])[CH:24]=3)=[CH:7][N:8]2[S:11]([C:14]2[CH:15]=[CH:16][CH:17]=[CH:18][CH:19]=2)(=[O:13])=[O:12])=[CH:4][CH:3]=1. The yield is 0.680.